Dataset: Catalyst prediction with 721,799 reactions and 888 catalyst types from USPTO. Task: Predict which catalyst facilitates the given reaction. (1) Reactant: [F:1][C:2]([F:7])([F:6])[C:3]([OH:5])=[O:4].[Cl:8][C:9]1[CH:35]=[CH:34][C:12]([C:13]([N:15]2[CH2:21][C:20]3[CH:22]=[CH:23][CH:24]=[CH:25][C:19]=3[N:18]([CH2:26][CH:27]3[CH2:32][CH2:31][NH:30][CH2:29][CH2:28]3)[C:17](=[O:33])[CH2:16]2)=[O:14])=[CH:11][CH:10]=1.[CH3:36][C:37]([CH3:39])=O.C(O)(=O)C.C(O[BH-](OC(=O)C)OC(=O)C)(=O)C.[Na+]. Product: [F:1][C:2]([F:7])([F:6])[C:3]([OH:5])=[O:4].[Cl:8][C:9]1[CH:10]=[CH:11][C:12]([C:13]([N:15]2[CH2:21][C:20]3[CH:22]=[CH:23][CH:24]=[CH:25][C:19]=3[N:18]([CH2:26][CH:27]3[CH2:28][CH2:29][N:30]([CH:37]([CH3:39])[CH3:36])[CH2:31][CH2:32]3)[C:17](=[O:33])[CH2:16]2)=[O:14])=[CH:34][CH:35]=1. The catalyst class is: 4. (2) Reactant: [CH3:1][C:2]1([CH3:18])[CH2:7][C:6]([CH2:15][CH:16]=O)([C:8]2[CH:13]=[CH:12][C:11]([CH3:14])=[CH:10][CH:9]=2)[CH2:5][CH2:4][O:3]1.[CH3:19][C:20]1[CH:21]=[C:22]([CH:25]=[CH:26][CH:27]=1)[CH2:23][NH2:24].C(O)(=O)C.C(O[BH-](OC(=O)C)OC(=O)C)(=O)C.[Na+]. The catalyst class is: 2. Product: [CH3:1][C:2]1([CH3:18])[CH2:7][C:6]([CH2:15][CH2:16][NH:24][CH2:23][C:22]2[CH:25]=[CH:26][CH:27]=[C:20]([CH3:19])[CH:21]=2)([C:8]2[CH:13]=[CH:12][C:11]([CH3:14])=[CH:10][CH:9]=2)[CH2:5][CH2:4][O:3]1.